Dataset: Full USPTO retrosynthesis dataset with 1.9M reactions from patents (1976-2016). Task: Predict the reactants needed to synthesize the given product. (1) Given the product [Cl:1][C:2]1[C:9]([F:10])=[CH:8][CH:7]=[C:6]([N:11]2[C:15]([CH2:17][N:18]([CH3:20])[CH3:19])=[C:14]([CH3:16])[N:13]=[CH:12]2)[C:3]=1[C:4]#[N:5], predict the reactants needed to synthesize it. The reactants are: [Cl:1][C:2]1[C:9]([F:10])=[CH:8][CH:7]=[C:6]([N:11]2[CH:15]=[C:14]([CH3:16])[N:13]=[CH:12]2)[C:3]=1[C:4]#[N:5].[CH3:17][N+:18]([CH3:20])=[CH2:19].[I-]. (2) Given the product [CH3:21][C:22]1[CH:23]=[N:24][N:25]([C:2]2[S:10][C:9]3[C:4](=[N:5][CH:6]=[CH:7][C:8]=3[O:11][C:12]3[CH:17]=[CH:16][C:15]([N+:18]([O-:20])=[O:19])=[CH:14][CH:13]=3)[CH:3]=2)[CH:26]=1, predict the reactants needed to synthesize it. The reactants are: Br[C:2]1[S:10][C:9]2[C:4](=[N:5][CH:6]=[CH:7][C:8]=2[O:11][C:12]2[CH:17]=[CH:16][C:15]([N+:18]([O-:20])=[O:19])=[CH:14][CH:13]=2)[CH:3]=1.[CH3:21][C:22]1[CH:23]=[N:24][NH:25][CH:26]=1.CN[C@@H]1CCCC[C@H]1NC.C([O-])([O-])=O.[K+].[K+]. (3) The reactants are: O=C(C1C=CC=CC=1)CO[C:5]([C:7]1[C:11]([NH:12][C:13](=[O:15])[CH3:14])=[CH:10][N:9]([CH2:16][C:17]2[CH:22]=[CH:21][C:20]([O:23][CH3:24])=[CH:19][CH:18]=2)[N:8]=1)=O.[C:31]([O-])(=O)[CH3:32].[NH4+:35]. Given the product [CH3:24][O:23][C:20]1[CH:19]=[CH:18][C:17]([CH2:16][N:9]2[CH:10]=[C:11]([NH:12][C:13](=[O:15])[CH3:14])[C:7]([C:5]3[NH:35][CH:5]=[C:7]([C:31]4[CH:32]=[CH:19][CH:18]=[CH:17][CH:16]=4)[N:8]=3)=[N:8]2)=[CH:22][CH:21]=1, predict the reactants needed to synthesize it. (4) Given the product [CH3:1][O:2][C:3](=[O:11])[CH2:4][CH:5]1[CH2:10][CH2:9][CH2:8][CH2:7][N:6]1[S:27]([C:23]1[CH:24]=[CH:25][CH:26]=[C:21]([C:20]([F:19])([F:31])[F:32])[CH:22]=1)(=[O:29])=[O:28], predict the reactants needed to synthesize it. The reactants are: [CH3:1][O:2][C:3](=[O:11])[CH2:4][CH:5]1[CH2:10][CH2:9][CH2:8][CH2:7][NH:6]1.C(N(CC)CC)C.[F:19][C:20]([F:32])([F:31])[C:21]1[CH:22]=[C:23]([S:27](Cl)(=[O:29])=[O:28])[CH:24]=[CH:25][CH:26]=1. (5) Given the product [C:7]([C:11]1[CH:12]=[CH:13][C:14]([S:17]([NH:20][CH2:21][C:22]2[CH:30]=[CH:29][C:25]([C:26]([NH:39][C:36]3[CH:37]=[N:38][C:33]([C:32]([F:41])([F:31])[F:40])=[CH:34][CH:35]=3)=[O:28])=[CH:24][CH:23]=2)(=[O:18])=[O:19])=[CH:15][CH:16]=1)([CH3:8])([CH3:9])[CH3:10], predict the reactants needed to synthesize it. The reactants are: C(Cl)(=O)C(Cl)=O.[C:7]([C:11]1[CH:16]=[CH:15][C:14]([S:17]([NH:20][CH2:21][C:22]2[CH:30]=[CH:29][C:25]([C:26]([OH:28])=O)=[CH:24][CH:23]=2)(=[O:19])=[O:18])=[CH:13][CH:12]=1)([CH3:10])([CH3:9])[CH3:8].[F:31][C:32]([F:41])([F:40])[C:33]1[N:38]=[CH:37][C:36]([NH2:39])=[CH:35][CH:34]=1.